Dataset: NCI-60 drug combinations with 297,098 pairs across 59 cell lines. Task: Regression. Given two drug SMILES strings and cell line genomic features, predict the synergy score measuring deviation from expected non-interaction effect. (1) Drug 1: CC1=CC2C(CCC3(C2CCC3(C(=O)C)OC(=O)C)C)C4(C1=CC(=O)CC4)C. Drug 2: CC1CCC2CC(C(=CC=CC=CC(CC(C(=O)C(C(C(=CC(C(=O)CC(OC(=O)C3CCCCN3C(=O)C(=O)C1(O2)O)C(C)CC4CCC(C(C4)OC)O)C)C)O)OC)C)C)C)OC. Cell line: EKVX. Synergy scores: CSS=24.6, Synergy_ZIP=-12.1, Synergy_Bliss=-5.69, Synergy_Loewe=-33.3, Synergy_HSA=-1.75. (2) Drug 1: C1=C(C(=O)NC(=O)N1)F. Drug 2: C1=CN(C=N1)CC(O)(P(=O)(O)O)P(=O)(O)O. Cell line: NCI-H460. Synergy scores: CSS=56.3, Synergy_ZIP=-0.403, Synergy_Bliss=-3.13, Synergy_Loewe=-11.0, Synergy_HSA=-3.65. (3) Drug 1: C1=CC(=CC=C1C#N)C(C2=CC=C(C=C2)C#N)N3C=NC=N3. Drug 2: CN1C2=C(C=C(C=C2)N(CCCl)CCCl)N=C1CCCC(=O)O.Cl. Cell line: HOP-62. Synergy scores: CSS=4.22, Synergy_ZIP=3.03, Synergy_Bliss=0.467, Synergy_Loewe=0.641, Synergy_HSA=-4.12. (4) Drug 1: C1=NC2=C(N=C(N=C2N1C3C(C(C(O3)CO)O)O)F)N. Drug 2: CC12CCC3C(C1CCC2O)C(CC4=C3C=CC(=C4)O)CCCCCCCCCS(=O)CCCC(C(F)(F)F)(F)F. Cell line: SF-539. Synergy scores: CSS=-4.73, Synergy_ZIP=5.81, Synergy_Bliss=7.14, Synergy_Loewe=-3.84, Synergy_HSA=-1.66. (5) Cell line: LOX IMVI. Drug 1: CC=C1C(=O)NC(C(=O)OC2CC(=O)NC(C(=O)NC(CSSCCC=C2)C(=O)N1)C(C)C)C(C)C. Synergy scores: CSS=55.8, Synergy_ZIP=-2.90, Synergy_Bliss=-2.83, Synergy_Loewe=-1.55, Synergy_HSA=-0.0313. Drug 2: CS(=O)(=O)OCCCCOS(=O)(=O)C. (6) Drug 1: CC12CCC(CC1=CCC3C2CCC4(C3CC=C4C5=CN=CC=C5)C)O. Drug 2: C1=CC(=C2C(=C1NCCNCCO)C(=O)C3=C(C=CC(=C3C2=O)O)O)NCCNCCO. Cell line: CCRF-CEM. Synergy scores: CSS=54.8, Synergy_ZIP=4.67, Synergy_Bliss=2.33, Synergy_Loewe=-12.8, Synergy_HSA=3.38.